Dataset: Catalyst prediction with 721,799 reactions and 888 catalyst types from USPTO. Task: Predict which catalyst facilitates the given reaction. (1) Reactant: [OH:1][C:2]1[CH:9]=[C:8]([O:10][C:11]2[CH:20]=[CH:19][C:14]3[B:15]([OH:18])[O:16][CH2:17][C:13]=3[CH:12]=2)[CH:7]=[CH:6][C:3]=1[C:4]#[N:5].[H-].[Na+].[CH:23]1(I)[CH2:27][CH2:26][CH2:25][CH2:24]1. Product: [CH:23]1([O:1][C:2]2[CH:9]=[C:8]([O:10][C:11]3[CH:20]=[CH:19][C:14]4[B:15]([OH:18])[O:16][CH2:17][C:13]=4[CH:12]=3)[CH:7]=[CH:6][C:3]=2[C:4]#[N:5])[CH2:27][CH2:26][CH2:25][CH2:24]1. The catalyst class is: 118. (2) Reactant: Cl[C:2]1[C:11]([O:12][CH3:13])=[N:10][C:9]2[C:4](=[CH:5][CH:6]=[CH:7][CH:8]=2)[N:3]=1.[CH2:14]([O:16][C:17](=[O:20])[CH2:18][SH:19])[CH3:15]. Product: [CH3:13][O:12][C:11]1[C:2]([S:19][CH2:18][C:17]([O:16][CH2:14][CH3:15])=[O:20])=[N:3][C:4]2[C:9]([N:10]=1)=[CH:8][CH:7]=[CH:6][CH:5]=2. The catalyst class is: 3. (3) Reactant: [C:1]1([OH:7])[CH:6]=[CH:5][CH:4]=[CH:3][CH:2]=1.Br[C:9]1[CH:10]=[C:11]([CH:14]=[CH:15][C:16]=1[O:17][CH3:18])[C:12]#[N:13]. Product: [CH3:18][O:17][C:16]1[CH:15]=[CH:14][C:11]([C:12]#[N:13])=[CH:10][C:9]=1[O:7][C:1]1[CH:6]=[CH:5][CH:4]=[CH:3][CH:2]=1. The catalyst class is: 28. (4) Reactant: C([N:9]=[C:10]=[S:11])(=O)C1C=CC=CC=1.[NH2:12][C@@:13]1([C:30]2[CH:35]=[CH:34][CH:33]=[CH:32][C:31]=2[F:36])[CH2:18][O:17][C@@H:16]([CH2:19][O:20][CH2:21][C:22]2[CH:27]=[CH:26][CH:25]=[CH:24][CH:23]=2)[CH2:15][C@H:14]1[CH2:28]O. Product: [CH2:21]([O:20][CH2:19][C@@H:16]1[O:17][CH2:18][C@@:13]2([C:30]3[CH:35]=[CH:34][CH:33]=[CH:32][C:31]=3[F:36])[C@H:14]([CH2:28][S:11][C:10]([NH2:9])=[N:12]2)[CH2:15]1)[C:22]1[CH:27]=[CH:26][CH:25]=[CH:24][CH:23]=1. The catalyst class is: 4.